Task: Regression. Given a target protein amino acid sequence and a drug SMILES string, predict the binding affinity score between them. We predict pKi (pKi = -log10(Ki in M); higher means stronger inhibition). Dataset: bindingdb_ki.. Dataset: Drug-target binding data from BindingDB using Ki measurements (1) The compound is CN(C(=O)Cc1ccccc1)[C@H]1C[C@@]23CCN(CC4CC4)[C@H]4CC[C@@H]1C[C@]42Cc1ccc(O)cc13.Cl. The target protein (P33534) has sequence MESPIQIFRGDPGPTCSPSACLLPNSSSWFPNWAESDSNGSVGSEDQQLESAHISPAIPVIITAVYSVVFVVGLVGNSLVMFVIIRYTKMKTATNIYIFNLALADALVTTTMPFQSAVYLMNSWPFGDVLCKIVISIDYYNMFTSIFTLTMMSVDRYIAVCHPVKALDFRTPLKAKIINICIWLLASSVGISAIVLGGTKVREDVDVIECSLQFPDDEYSWWDLFMKICVFVFAFVIPVLIIIVCYTLMILRLKSVRLLSGSREKDRNLRRITKLVLVVVAVFIICWTPIHIFILVEALGSTSHSTAALSSYYFCIALGYTNSSLNPVLYAFLDENFKRCFRDFCFPIKMRMERQSTNRVRNTVQDPASMRDVGGMNKPV. The pKi is 8.0. (2) The drug is O=C(Nc1ccc(C2=NCCN2)cc1)c1ccc(C(=O)Nc2ccc(C3=NCCN3)cc2)c(Cl)c1. The target protein (P41543) has sequence MRQVWFSWIVGLFLCFFNVSSAAQYEPPATWENVDYKRTIDVSNAYISETIEITIKNIASEPATEYFTAFESGIFSKVSFFSAYFTNEATFLNSQLLANSTTAPGDDGESEIRYGIIQFPNAISPQEEVSLVIKSFYNTVGIPYPEHVGMSEEQHLLWETNRLPLSAYDTKKASFTLIGSSSFEEYHPPNDESLLGKANGNSFEFGPWEDIPRFSSNETLAIVYSHNAPLNQVVNLRRDIWLSHWASTIQFEEYYELTNKAAKLSKGFSRLELMKQIQTQNMRQTHFVTVLDMLLPEGATDHYFTDLVGLVSTSHAERDHFFIRPRFPIFGGWNYNFTVGWTNKLSDFLHVSSGSDEKFVASIPILNGPPDTVYDNVELSVFLPEGAEIFDIDSPVPFTNVSIETQKSYFDLNKGHVKLTFSYRNLISQVANGQVLIKYDYPKSSFFKKPLSIACYIFTALMGVFVLKTLNMNVTN. The pKi is 5.4.